From a dataset of Forward reaction prediction with 1.9M reactions from USPTO patents (1976-2016). Predict the product of the given reaction. Given the reactants [N:1]1([C:12]([O:14][CH2:15][C:16]2[CH:21]=[CH:20][CH:19]=[CH:18][CH:17]=2)=[O:13])[CH2:6][CH2:5][CH2:4][CH:3]([C:7]([O:9][CH2:10][CH3:11])=[O:8])[CH2:2]1.C[Si]([N-][Si](C)(C)C)(C)C.[Li+].C1COCC1.Cl[S:38][C:39]([O:41][CH3:42])=[O:40], predict the reaction product. The product is: [CH3:42][O:41][C:39]([S:38][C:3]1([C:7]([O:9][CH2:10][CH3:11])=[O:8])[CH2:4][CH2:5][CH2:6][N:1]([C:12]([O:14][CH2:15][C:16]2[CH:21]=[CH:20][CH:19]=[CH:18][CH:17]=2)=[O:13])[CH2:2]1)=[O:40].